This data is from Forward reaction prediction with 1.9M reactions from USPTO patents (1976-2016). The task is: Predict the product of the given reaction. (1) Given the reactants FC(F)(F)S(O[C:7]1[CH:8]=[C:9]([C:13]2[CH:18]=[CH:17][C:16]([C@@H:19]3[C@@H:22]([CH2:23][CH2:24][C@H:25]([O:33][Si:34]([C:37]([CH3:40])([CH3:39])[CH3:38])([CH3:36])[CH3:35])[C:26]4[CH:31]=[CH:30][C:29]([F:32])=[CH:28][CH:27]=4)[C:21](=[O:41])[N:20]3[C:42]3[CH:47]=[CH:46][CH:45]=[CH:44][CH:43]=3)=[CH:15][CH:14]=2)[CH:10]=[CH:11][CH:12]=1)(=O)=O.[P:50]([O-:55])([O:53][CH3:54])[O:51][CH3:52].C(N(CC)CC)C, predict the reaction product. The product is: [Si:34]([O:33][C@H:25]([C:26]1[CH:31]=[CH:30][C:29]([F:32])=[CH:28][CH:27]=1)[CH2:24][CH2:23][C@H:22]1[C:21](=[O:41])[N:20]([C:42]2[CH:47]=[CH:46][CH:45]=[CH:44][CH:43]=2)[C@@H:19]1[C:16]1[CH:15]=[CH:14][C:13]([C:9]2[CH:8]=[CH:7][CH:12]=[C:11]([P:50](=[O:55])([O:53][CH3:54])[O:51][CH3:52])[CH:10]=2)=[CH:18][CH:17]=1)([C:37]([CH3:40])([CH3:39])[CH3:38])([CH3:36])[CH3:35]. (2) Given the reactants [Cl:1][C:2]1[C:3]([CH3:11])=[C:4]([CH:8]=[CH:9][CH:10]=1)[C:5](O)=[O:6].Cl, predict the reaction product. The product is: [Cl:1][C:2]1[C:3]([CH3:11])=[C:4]([CH:8]=[CH:9][CH:10]=1)[CH2:5][OH:6]. (3) Given the reactants [NH2:1][C:2]1[C:11]2[C:6](=[CH:7][CH:8]=[CH:9][C:10]=2[NH2:12])[CH:5]=[CH:4][CH:3]=1.[CH2:16]1[O:15][C:17](O)([CH2:19][OH:20])[CH2:16][O:15][C:17]1(O)[CH2:19][OH:20].C(O)C.[OH-].[NH4+], predict the reaction product. The product is: [OH:15][CH2:16][C:17]1([CH2:19][OH:20])[NH:12][C:10]2[C:11]3[C:6]([CH:7]=[CH:8][CH:9]=2)=[CH:5][CH:4]=[CH:3][C:2]=3[NH:1]1. (4) Given the reactants [F:1][C:2]([F:32])([F:31])[CH2:3][CH2:4][C@H:5]([NH:9][C@@H:10]([C:15]1[CH:20]=[CH:19][C:18]([C:21]2[CH:26]=[CH:25][C:24]([S:27]([CH3:30])(=[O:29])=[O:28])=[CH:23][CH:22]=2)=[CH:17][CH:16]=1)[C:11]([F:14])([F:13])[F:12])[C:6](O)=[O:7].Cl.[NH2:34][CH2:35][C:36]#[N:37].CN(C(ON1N=NC2C=CC=NC1=2)=[N+](C)C)C.F[P-](F)(F)(F)(F)F.C(N(C(C)C)CC)(C)C, predict the reaction product. The product is: [C:36]([CH2:35][NH:34][C:6](=[O:7])[C@@H:5]([NH:9][C@@H:10]([C:15]1[CH:20]=[CH:19][C:18]([C:21]2[CH:22]=[CH:23][C:24]([S:27]([CH3:30])(=[O:29])=[O:28])=[CH:25][CH:26]=2)=[CH:17][CH:16]=1)[C:11]([F:12])([F:14])[F:13])[CH2:4][CH2:3][C:2]([F:1])([F:32])[F:31])#[N:37].